Dataset: Peptide-MHC class I binding affinity with 185,985 pairs from IEDB/IMGT. Task: Regression. Given a peptide amino acid sequence and an MHC pseudo amino acid sequence, predict their binding affinity value. This is MHC class I binding data. (1) The peptide sequence is YQIEGAWRA. The MHC is HLA-A02:01 with pseudo-sequence HLA-A02:01. The binding affinity (normalized) is 1.00. (2) The peptide sequence is SAEVAELYR. The MHC is HLA-A33:01 with pseudo-sequence HLA-A33:01. The binding affinity (normalized) is 0.309. (3) The peptide sequence is SQMGLSCAL. The MHC is BoLA-JSP.1 with pseudo-sequence BoLA-JSP.1. The binding affinity (normalized) is 0.674.